Task: Predict the reactants needed to synthesize the given product.. Dataset: Full USPTO retrosynthesis dataset with 1.9M reactions from patents (1976-2016) (1) Given the product [C:1]([C:3]1[CH:12]=[CH:11][C:6]([C:7]([OH:9])=[O:8])=[CH:5][C:4]=1[O:13][CH3:14])#[N:2], predict the reactants needed to synthesize it. The reactants are: [C:1]([C:3]1[CH:12]=[CH:11][C:6]([C:7]([O:9]C)=[O:8])=[CH:5][C:4]=1[O:13][CH3:14])#[N:2].[OH-].[Na+]. (2) Given the product [C:25]([N:24]=[C:16]1[N:17]([CH2:34][C:35]([NH2:37])=[O:36])[C:18]2[CH:23]=[CH:22][CH:21]=[CH:20][C:19]=2[N:15]1[CH:12]1[CH2:13][CH2:14][N:9]([CH:1]2[CH2:2][CH2:3][CH2:4][CH2:5][CH2:6][CH2:7][CH2:8]2)[CH2:10][CH2:11]1)#[N:26], predict the reactants needed to synthesize it. The reactants are: [CH:1]1([N:9]2[CH2:14][CH2:13][CH:12]([N:15]3[C:19]4[CH:20]=[CH:21][CH:22]=[CH:23][C:18]=4[NH:17][C:16]3=[N:24][C:25]#[N:26])[CH2:11][CH2:10]2)[CH2:8][CH2:7][CH2:6][CH2:5][CH2:4][CH2:3][CH2:2]1.C(=O)([O-])[O-].[K+].[K+].Br[CH2:34][C:35]([NH2:37])=[O:36]. (3) Given the product [CH2:25]([N:14]([CH2:7][C:8]1[CH:9]=[CH:10][CH:11]=[CH:12][CH:13]=1)[C@@H:15]([CH2:22][CH2:23][CH3:24])[CH:16]=[O:17])[C:26]1[CH:27]=[CH:28][CH:29]=[CH:30][CH:31]=1, predict the reactants needed to synthesize it. The reactants are: [H-].[Al+3].[Li+].[H-].[H-].[H-].[CH2:7]([N:14]([CH2:25][C:26]1[CH:31]=[CH:30][CH:29]=[CH:28][CH:27]=1)[C@@H:15]([CH2:22][CH2:23][CH3:24])[C:16](N(OC)C)=[O:17])[C:8]1[CH:13]=[CH:12][CH:11]=[CH:10][CH:9]=1.C(OCC)(=O)C.CCCCCC. (4) Given the product [C:24]1([CH3:27])[CH:25]=[CH:26][C:21]([C:19]2[N:20]=[C:15]3[CH2:14][CH2:13][CH2:12][N:11]([CH2:10][CH2:9][CH2:8][CH2:7][CH:5]4[O:4][N:3]=[C:2]([O:36][CH3:35])[CH2:6]4)[C:16]3=[N:17][C:18]=2[C:28]2[CH:33]=[CH:32][C:31]([CH3:34])=[CH:30][CH:29]=2)=[CH:22][CH:23]=1, predict the reactants needed to synthesize it. The reactants are: Br[C:2]1[CH2:6][CH:5]([CH2:7][CH2:8][CH2:9][CH2:10][N:11]2[C:16]3=[N:17][C:18]([C:28]4[CH:33]=[CH:32][C:31]([CH3:34])=[CH:30][CH:29]=4)=[C:19]([C:21]4[CH:26]=[CH:25][C:24]([CH3:27])=[CH:23][CH:22]=4)[N:20]=[C:15]3[CH2:14][CH2:13][CH2:12]2)[O:4][N:3]=1.[CH3:35][O-:36].[Na+]. (5) Given the product [C:27]1([N:33]2[C:5]([C:7]3[C:12](=[O:13])[CH:11]=[CH:10][N:9]([C:14]4[CH:15]=[CH:16][C:17]([N:20]5[CH2:21][CH2:22][CH2:23][CH2:24][CH2:25]5)=[CH:18][CH:19]=4)[N:8]=3)=[CH:4][CH:3]=[N:2]2)[CH:32]=[CH:31][CH:30]=[CH:29][CH:28]=1, predict the reactants needed to synthesize it. The reactants are: C[N:2](C)[CH:3]=[CH:4][C:5]([C:7]1[C:12](=[O:13])[CH:11]=[CH:10][N:9]([C:14]2[CH:19]=[CH:18][C:17]([N:20]3[CH2:25][CH2:24][CH2:23][CH2:22][CH2:21]3)=[CH:16][CH:15]=2)[N:8]=1)=O.[C:27]1([NH:33]N)[CH:32]=[CH:31][CH:30]=[CH:29][CH:28]=1. (6) The reactants are: [F:1][C@H:2]1[CH2:19][C@@:17]2([CH3:18])[C@@H:13]([CH2:14][CH2:15][C:16]2=[O:20])[C@H:12]2[C@H:3]1[C:4]1[CH:5]=[CH:6][C:7]([OH:29])=[CH:8][C:9]=1[CH2:10][C@H:11]2[CH2:21][CH2:22][CH2:23][CH2:24][CH2:25][CH2:26][NH:27][CH3:28].[F:30][C:31]([F:55])([C:51]([F:54])([F:53])[F:52])[CH2:32][CH2:33][CH2:34][CH2:35][CH2:36][CH2:37][CH2:38]CC1C=C(C)C=CC=1S([O-])(=O)=O.[C:56](=O)(O)[O-].[Na+]. Given the product [F:1][C@H:2]1[CH2:19][C@@:17]2([CH3:18])[C@@H:13]([CH2:14][CH2:15][C:16]2=[O:20])[C@H:12]2[C@H:3]1[C:4]1[CH:5]=[CH:6][C:7]([OH:29])=[CH:8][C:9]=1[CH2:10][C@H:11]2[CH2:21][CH2:22][CH2:23][CH2:24][CH2:25][CH2:26][N:27]([CH3:56])[CH2:28][CH2:38][CH2:37][CH2:36][CH2:35][CH2:34][CH2:33][CH2:32][C:31]([F:30])([F:55])[C:51]([F:52])([F:53])[F:54], predict the reactants needed to synthesize it. (7) The reactants are: C[O:2][C:3](=[O:24])[CH2:4][C:5]1[CH:10]=[CH:9][CH:8]=[CH:7][C:6]=1[N:11]([CH3:23])[S:12]([C:15]1[CH:20]=[CH:19][C:18]([Cl:21])=[C:17]([Cl:22])[CH:16]=1)(=[O:14])=[O:13].CO.O1CCOCC1.[OH-].[Na+]. Given the product [Cl:22][C:17]1[CH:16]=[C:15]([S:12]([N:11]([C:6]2[CH:7]=[CH:8][CH:9]=[CH:10][C:5]=2[CH2:4][C:3]([OH:24])=[O:2])[CH3:23])(=[O:13])=[O:14])[CH:20]=[CH:19][C:18]=1[Cl:21], predict the reactants needed to synthesize it.